From a dataset of Catalyst prediction with 721,799 reactions and 888 catalyst types from USPTO. Predict which catalyst facilitates the given reaction. (1) Reactant: F[P-](F)(F)(F)(F)F.N1(OC(N(C)C)=[N+](C)C)C2N=CC=CC=2N=N1.[NH2:25][C:26]1[N:27]=[C:28]([C:38]2[CH:43]=[CH:42][C:41]([Cl:44])=[CH:40][C:39]=2[Cl:45])[C:29]2[CH:34]=[C:33]([C:35]([OH:37])=O)[S:32][C:30]=2[N:31]=1.C(OC(C1SC2N=C(N)N=C(Cl)C=2C=1)=O)C.C(N(C(C)C)CC)(C)C.[NH2:71][N:72]1[CH2:77][CH2:76][N:75]([CH2:78]C)[CH2:74][CH2:73]1. Product: [CH3:78][N:75]1[CH2:76][CH2:77][N:72]([NH:71][C:35]([C:33]2[S:32][C:30]3[N:31]=[C:26]([NH2:25])[N:27]=[C:28]([C:38]4[CH:43]=[CH:42][C:41]([Cl:44])=[CH:40][C:39]=4[Cl:45])[C:29]=3[CH:34]=2)=[O:37])[CH2:73][CH2:74]1. The catalyst class is: 9. (2) Reactant: [CH2:1]([O:8][C:9]([NH:11][C@@H:12]([CH:16]([CH3:18])[CH3:17])[C:13]([OH:15])=O)=[O:10])[C:2]1[CH:7]=[CH:6][CH:5]=[CH:4][CH:3]=1.CCN=C=NCCCN(C)C.Cl.C1C=CC2N(O)N=NC=2C=1.[C:41]([N:48]1[CH2:53][CH2:52][NH:51][CH2:50][CH2:49]1)([O:43][C:44]([CH3:47])([CH3:46])[CH3:45])=[O:42].CCN(CC)CC. Product: [CH2:1]([O:8][C:9]([NH:11][C@@H:12]([CH:16]([CH3:18])[CH3:17])[C:13]([N:51]1[CH2:50][CH2:49][N:48]([C:41]([O:43][C:44]([CH3:47])([CH3:46])[CH3:45])=[O:42])[CH2:53][CH2:52]1)=[O:15])=[O:10])[C:2]1[CH:3]=[CH:4][CH:5]=[CH:6][CH:7]=1. The catalyst class is: 2. (3) Reactant: Br[CH2:2][CH2:3][CH2:4][O:5][C:6]1[C:11]([I:12])=[CH:10][C:9]([F:13])=[CH:8][C:7]=1[F:14].[F:15][C:16]1[CH:21]=[C:20]([CH3:22])[C:19]([OH:23])=[C:18]([I:24])[CH:17]=1.C(=O)([O-])[O-].[K+].[K+].CC(C)=O. Product: [F:14][C:7]1[CH:8]=[C:9]([F:13])[CH:10]=[C:11]([I:12])[C:6]=1[O:5][CH2:4][CH2:3][CH2:2][O:23][C:19]1[C:20]([CH3:22])=[CH:21][C:16]([F:15])=[CH:17][C:18]=1[I:24]. The catalyst class is: 10. (4) Reactant: [CH3:1][S:2][C:3]1[C:4]2[NH:11][N:10]=[CH:9][C:5]=2[N:6]=[CH:7][N:8]=1.F[C:13]1[CH:22]=[CH:21][C:16]([C:17]([O:19][CH3:20])=[O:18])=[CH:15][CH:14]=1.C(=O)([O-])[O-].[K+].[K+].O. Product: [CH3:1][S:2][C:3]1[C:4]2[C:5](=[CH:9][N:10]([C:13]3[CH:22]=[CH:21][C:16]([C:17]([O:19][CH3:20])=[O:18])=[CH:15][CH:14]=3)[N:11]=2)[N:6]=[CH:7][N:8]=1. The catalyst class is: 60. (5) Reactant: [OH:1][CH2:2][C:3]1[CH:10]=[CH:9][C:6]([CH:7]=O)=[CH:5][CH:4]=1.[BrH:11]. Product: [Br:11][CH2:7][C:6]1[CH:9]=[CH:10][C:3]([CH:2]=[O:1])=[CH:4][CH:5]=1. The catalyst class is: 322. (6) Reactant: C([O:3][C:4](=[O:43])[C:5]([O:8][C:9]1[CH:14]=[CH:13][C:12]([O:15][CH2:16][CH2:17][C:18]2[N:19]=[C:20]([C:24]3[CH:29]=[CH:28][C:27]([C:30]4[CH:35]=[CH:34][CH:33]=[CH:32][CH:31]=4)=[CH:26][CH:25]=3)[O:21][C:22]=2[CH3:23])=[CH:11][C:10]=1[CH2:36][CH:37]1[CH2:42][CH2:41][CH2:40][CH2:39][CH2:38]1)([CH3:7])[CH3:6])C.[OH-].[Na+]. Product: [CH2:36]([C:10]1[CH:11]=[C:12]([O:15][CH2:16][CH2:17][C:18]2[N:19]=[C:20]([C:24]3[CH:25]=[CH:26][C:27]([C:30]4[CH:31]=[CH:32][CH:33]=[CH:34][CH:35]=4)=[CH:28][CH:29]=3)[O:21][C:22]=2[CH3:23])[CH:13]=[CH:14][C:9]=1[O:8][C:5]([CH3:7])([CH3:6])[C:4]([OH:43])=[O:3])[C:37]1[CH:42]=[CH:41][CH:40]=[CH:39][CH:38]=1. The catalyst class is: 36.